This data is from Experimentally validated miRNA-target interactions with 360,000+ pairs, plus equal number of negative samples. The task is: Binary Classification. Given a miRNA mature sequence and a target amino acid sequence, predict their likelihood of interaction. (1) The miRNA is hsa-miR-6076 with sequence AGCAUGACAGAGGAGAGGUGG. The protein sequence of the target gene is MGSGASAEDKELAKRSKELEKKLQEDADKEAKTVKLLLLGAGESGKSTIVKQMKIIHQDGYSPEECLEFKAIIYGNVLQSILAIIRAMTTLGIDYAEPSCADDGRQLNNLADSIEEGTMPPELVEVIRRLWKDGGVQACFERAAEYQLNDSASYYLNQLERITDPEYLPSEQDVLRSRVKTTGIIETKFSVKDLNFRMFDVGGQRSERKKWIHCFEGVTCIIFCAALSAYDMVLVEDDEVNRMHESLHLFNSICNHKFFAATSIVLFLNKKDLFEEKIKKVHLSICFPEYDGNNSYDDAG.... Result: 0 (no interaction). (2) The miRNA is hsa-miR-4423-3p with sequence AUAGGCACCAAAAAGCAACAA. The protein sequence of the target gene is MIMFPLFGKISLGILIFVLIEGDFPSLTAQTYLSIEEIQEPKSAVSFLLPEESTDLSLATKKKQPLDRRETERQWLIRRRRSILFPNGVKICPDESVAEAVANHVKYFKVRVCQEAVWEAFRTFWDRLPGREEYHYWMNLCEDGVTSIFEMGTNFSESVEHRSLIMKKLTYAKETVSSSELSSPVPVGDTSTLGDTTLSVPHPEVDAYEGASESSLERPEESISNEIENVIEEATKPAGEQIAEFSIHLLGKQYREELQDSSSFHHQHLEEEFISEVENAFTGLPGYKEIRVLEFRSPKE.... Result: 0 (no interaction). (3) The miRNA is hsa-miR-3170 with sequence CUGGGGUUCUGAGACAGACAGU. The protein sequence of the target gene is MARTKQTARKSTGGKAPRKQLATKVARKSAPATGGVKKPHRYRPGTVALREIRRYQKSTELLIRKLPFQRLMREIAQDFKTDLRFQSSAVMALQEACESYLVGLFEDTNLCVIHAKRVTIMPKDIQLARRIRGERA. Result: 1 (interaction). (4) The miRNA is mmu-miR-466h-5p with sequence UGUGUGCAUGUGCUUGUGUGUA. The protein sequence of the target gene is METTSLQRKFPEWMSMQSQRCATEEKACVQKSVLEDNLPFLEFPGSIVYSYEASDCSFLSEDISMRLSDGDVVGFDMEWPPIYKPGKRSRVAVIQLCVSESKCYLFHISSMSVFPQGLKMLLENKSIKKAGVGIEGDQWKLLRDFDVKLESFVELTDVANEKLKCAETWSLNGLVKHVLGKQLLKDKSIRCSNWSNFPLTEDQKLYAATDAYAGLIIYQKLGNLGDTAQVFALNKAEENLPLEMKKQLNSISEEMRDLANRFPVTCRNLETLQRVPVILKSISENLCSLRKVICGPTNTE.... Result: 1 (interaction). (5) The miRNA is mmu-miR-411-5p with sequence UAGUAGACCGUAUAGCGUACG. The protein sequence of the target gene is MAASALGRMCGAAREKLSPGPGARGLGALARSLVLALLLVPVLCSDRSENPPNNATVSSPVVVTAPGNHTSPSVSQISTTLSPASAEKSGSSSAAPTPTAAPSAPEEEADSNEDPSMEEEDLLALNSSPATGKDTLDNGDYGEPDYDWTTNPRDEEPEDINIAISKESRRFRGFQDSVEVVKLPPPNREDSHFFFHLLIFAFCAAVVYVTYHNKRKIFLLVQSRKWRDGLCSKTVEYHRLDQNVNEAMPSLKITNDYIF. Result: 0 (no interaction).